This data is from Reaction yield outcomes from USPTO patents with 853,638 reactions. The task is: Predict the reaction yield, written as a fraction of the theoretical maximum amount of product (1.0 means a 100% yield; for example, 0.34 means a 34% yield). (1) The reactants are [CH3:1][N:2]1[CH2:6][CH2:5][CH2:4][CH:3]1[CH2:7][CH2:8][N:9]1[C:17]2[C:12](=[CH:13][C:14]([CH2:18][NH2:19])=[CH:15][CH:16]=2)[CH:11]=[CH:10]1.C(O)C.I.CS[C:26]([C:28]1[S:29][CH:30]=[CH:31][CH:32]=1)=[NH:27]. The catalyst is C(OCC)C. The product is [CH3:1][N:2]1[CH2:6][CH2:5][CH2:4][CH:3]1[CH2:7][CH2:8][N:9]1[C:17]2[C:12](=[CH:13][C:14]([CH2:18][NH:19][C:26]([C:28]3[S:29][CH:30]=[CH:31][CH:32]=3)=[NH:27])=[CH:15][CH:16]=2)[CH:11]=[CH:10]1. The yield is 0.566. (2) The reactants are [F:1][C:2]1[CH:7]=[C:6]([S:8]([CH3:11])(=[O:10])=[O:9])[CH:5]=[CH:4][C:3]=1[NH:12][CH:13]1[CH2:18][CH2:17][CH2:16][N:15]([CH:19]2[CH2:24][CH2:23][NH:22][CH2:21][CH2:20]2)[C:14]1=[O:25].Cl[C:27]1[N:32]=[CH:31][C:30]([CH2:33][CH3:34])=[CH:29][N:28]=1.CCN(C(C)C)C(C)C. The catalyst is CN(C=O)C. The product is [CH2:33]([C:30]1[CH:29]=[N:28][C:27]([N:22]2[CH2:21][CH2:20][CH:19]([N:15]3[CH2:16][CH2:17][CH2:18][CH:13]([NH:12][C:3]4[CH:4]=[CH:5][C:6]([S:8]([CH3:11])(=[O:10])=[O:9])=[CH:7][C:2]=4[F:1])[C:14]3=[O:25])[CH2:24][CH2:23]2)=[N:32][CH:31]=1)[CH3:34]. The yield is 0.513. (3) The reactants are [CH3:1][N:2]1[CH:7]=[C:6](B2OC(C)(C)C(C)(C)O2)[C:5]2[CH:17]=[CH:18][N:19]([S:20]([C:23]3[CH:29]=[CH:28][C:26]([CH3:27])=[CH:25][CH:24]=3)(=[O:22])=[O:21])[C:4]=2[C:3]1=[O:30].Br[C:32]1[CH:33]=[C:34]([NH:47][S:48]([CH2:51][CH3:52])(=[O:50])=[O:49])[CH:35]=[CH:36][C:37]=1[O:38][C:39]1[CH:44]=[CH:43][C:42]([F:45])=[CH:41][C:40]=1[F:46].P([O-])([O-])([O-])=O.[K+].[K+].[K+]. The catalyst is C1C=CC(/C=C/C(/C=C/C2C=CC=CC=2)=O)=CC=1.C1C=CC(/C=C/C(/C=C/C2C=CC=CC=2)=O)=CC=1.C1C=CC(/C=C/C(/C=C/C2C=CC=CC=2)=O)=CC=1.[Pd].[Pd].CC12CC3(C)P(C4C=CC=CC=4)C(C)(CC(C)(O3)O1)O2. The product is [F:46][C:40]1[CH:41]=[C:42]([F:45])[CH:43]=[CH:44][C:39]=1[O:38][C:37]1[CH:32]=[CH:33][C:34]([NH:47][S:48]([CH2:51][CH3:52])(=[O:49])=[O:50])=[CH:35][C:36]=1[C:6]1[C:5]2[CH:17]=[CH:18][N:19]([S:20]([C:23]3[CH:29]=[CH:28][C:26]([CH3:27])=[CH:25][CH:24]=3)(=[O:22])=[O:21])[C:4]=2[C:3](=[O:30])[N:2]([CH3:1])[CH:7]=1. The yield is 0.930.